From a dataset of Full USPTO retrosynthesis dataset with 1.9M reactions from patents (1976-2016). Predict the reactants needed to synthesize the given product. (1) Given the product [Cl:8][C:4]1[N:3]=[C:2]([C:12]#[C:11][CH2:10][CH2:9][N:13]2[N:14]=[C:15]3[CH:21]=[CH:20][CH:19]=[CH:18][C:16]3=[N:17]2)[CH:7]=[CH:6][CH:5]=1, predict the reactants needed to synthesize it. The reactants are: Cl[C:2]1[CH:7]=[CH:6][CH:5]=[C:4]([Cl:8])[N:3]=1.[CH2:9]([N:13]1[N:17]=[C:16]2[CH:18]=[CH:19][CH:20]=[CH:21][C:15]2=[N:14]1)[CH2:10][C:11]#[CH:12]. (2) Given the product [ClH:1].[NH:5]1[C:6]2[C:11](=[CH:10][CH:9]=[CH:8][CH:7]=2)[CH2:12][CH2:13][C@H:4]1[CH2:3][OH:2], predict the reactants needed to synthesize it. The reactants are: [ClH:1].[OH:2][CH2:3][C@@H:4]1[CH2:13][CH2:12][C:11]2[C:6](=[CH:7][CH:8]=[CH:9][CH:10]=2)[N:5]1C(OC(C)(C)C)=O.